From a dataset of Full USPTO retrosynthesis dataset with 1.9M reactions from patents (1976-2016). Predict the reactants needed to synthesize the given product. Given the product [CH3:14][Si:15]([CH3:22])([CH3:21])[CH2:16][CH2:17][O:18][CH2:19][N:1]1[C:9]2[C:4](=[CH:5][CH:6]=[CH:7][CH:8]=2)[C:3]([CH:10]=[O:11])=[N:2]1, predict the reactants needed to synthesize it. The reactants are: [NH:1]1[C:9]2[C:4](=[CH:5][CH:6]=[CH:7][CH:8]=2)[C:3]([CH:10]=[O:11])=[N:2]1.[OH-].[K+].[CH3:14][Si:15]([CH3:22])([CH3:21])[CH2:16][CH2:17][O:18][CH2:19]Cl.O.